This data is from Peptide-MHC class II binding affinity with 134,281 pairs from IEDB. The task is: Regression. Given a peptide amino acid sequence and an MHC pseudo amino acid sequence, predict their binding affinity value. This is MHC class II binding data. (1) The peptide sequence is SRMSMAMGTMAGCGY. The MHC is HLA-DQA10201-DQB10303 with pseudo-sequence HLA-DQA10201-DQB10303. The binding affinity (normalized) is 0.646. (2) The peptide sequence is WTNTPTKWDNSFLEI. The MHC is DRB3_0101 with pseudo-sequence DRB3_0101. The binding affinity (normalized) is 0. (3) The peptide sequence is PATPAAPGAGYTPAT. The MHC is DRB1_0401 with pseudo-sequence DRB1_0401. The binding affinity (normalized) is 0.0458.